Dataset: Forward reaction prediction with 1.9M reactions from USPTO patents (1976-2016). Task: Predict the product of the given reaction. Given the reactants [C-:1]#[N:2].[Na+].[NH2:4][C:5]1[C:6]2[N:7]([C:12]([C@@H:34]3[CH2:39][CH2:38][CH2:37][N:36]([C:40]([C:42]4([CH3:46])[CH2:45][O:44][CH2:43]4)=[O:41])[CH2:35]3)=[N:13][C:14]=2[C:15]2[CH:33]=[CH:32][C:18]([C:19]([NH:21][C:22]3[CH:27]=[C:26]([C:28]([F:31])([F:30])[F:29])[CH:25]=[CH:24][N:23]=3)=[O:20])=[CH:17][CH:16]=2)[C:8](Cl)=[CH:9][N:10]=1, predict the reaction product. The product is: [NH2:4][C:5]1[C:6]2[N:7]([C:12]([C@@H:34]3[CH2:39][CH2:38][CH2:37][N:36]([C:40]([C:42]4([CH3:46])[CH2:45][O:44][CH2:43]4)=[O:41])[CH2:35]3)=[N:13][C:14]=2[C:15]2[CH:33]=[CH:32][C:18]([C:19]([NH:21][C:22]3[CH:27]=[C:26]([C:28]([F:31])([F:30])[F:29])[CH:25]=[CH:24][N:23]=3)=[O:20])=[CH:17][CH:16]=2)[C:8]([C:1]#[N:2])=[CH:9][N:10]=1.